From a dataset of Peptide-MHC class II binding affinity with 134,281 pairs from IEDB. Regression. Given a peptide amino acid sequence and an MHC pseudo amino acid sequence, predict their binding affinity value. This is MHC class II binding data. (1) The peptide sequence is LAAAAAWDALAAELY. The MHC is DRB1_0301 with pseudo-sequence DRB1_0301. The binding affinity (normalized) is 0.238. (2) The peptide sequence is PPPPQLGASPYKLGP. The MHC is HLA-DPA10201-DPB10101 with pseudo-sequence HLA-DPA10201-DPB10101. The binding affinity (normalized) is 0.150. (3) The peptide sequence is NRVWNSFQIEEFGTGE. The MHC is DRB1_0801 with pseudo-sequence DRB1_0801. The binding affinity (normalized) is 0.248. (4) The peptide sequence is ENVLISPVSILSTLS. The MHC is DRB1_0401 with pseudo-sequence DRB1_0401. The binding affinity (normalized) is 0.552. (5) The peptide sequence is NTSIKTLKFDALSGS. The MHC is DRB1_0401 with pseudo-sequence DRB1_0401. The binding affinity (normalized) is 0.312. (6) The peptide sequence is IEKKIAKMEKASY. The MHC is DRB1_0404 with pseudo-sequence DRB1_0404. The binding affinity (normalized) is 0. (7) The peptide sequence is ATPPGTSDEFPHSNG. The MHC is HLA-DQA10201-DQB10303 with pseudo-sequence HLA-DQA10201-DQB10303. The binding affinity (normalized) is 0.259.